From a dataset of Catalyst prediction with 721,799 reactions and 888 catalyst types from USPTO. Predict which catalyst facilitates the given reaction. (1) Reactant: C(OC(=O)[NH:7][C:8]1[C:9]([C:13]2[CH:18]=[CH:17][C:16]([O:19][CH2:20][C:21]3[CH:22]=[N:23][CH:24]=[CH:25][CH:26]=3)=[CH:15][CH:14]=2)=[N:10][O:11][CH:12]=1)(C)(C)C.Cl.C([O-])(O)=O.[Na+]. Product: [N:23]1[CH:24]=[CH:25][CH:26]=[C:21]([CH2:20][O:19][C:16]2[CH:17]=[CH:18][C:13]([C:9]3[C:8]([NH2:7])=[CH:12][O:11][N:10]=3)=[CH:14][CH:15]=2)[CH:22]=1. The catalyst class is: 12. (2) Reactant: [NH:1]1[CH2:6][CH2:5][O:4][CH2:3][CH2:2]1.[CH2:7]([O:9][C:10]([C:12]1[N:13]([C:33]2[CH:38]=[CH:37][C:36]([O:39][CH:40]([CH3:42])[CH3:41])=[CH:35][CH:34]=2)[C:14]2[C:19]([C:20]=1C=O)=[CH:18][C:17]([C:23]1[CH:28]=[CH:27][C:26]([C:29]([CH3:32])([CH3:31])[CH3:30])=[CH:25][CH:24]=1)=[CH:16][CH:15]=2)=[O:11])[CH3:8].[C:43](O)(=O)C.[BH3-]C#N.[Na+]. Product: [CH2:7]([O:9][C:10]([C:12]1[N:13]([C:33]2[CH:38]=[CH:37][C:36]([O:39][CH:40]([CH3:41])[CH3:42])=[CH:35][CH:34]=2)[C:14]2[C:19]([C:20]=1[N:1]1[CH2:6][CH2:5][O:4][CH2:3][CH2:2]1)=[C:18]([CH3:43])[C:17]([C:23]1[CH:28]=[CH:27][C:26]([C:29]([CH3:31])([CH3:30])[CH3:32])=[CH:25][CH:24]=1)=[CH:16][CH:15]=2)=[O:11])[CH3:8]. The catalyst class is: 24. (3) Reactant: [O:1]1[CH2:6][CH2:5][N:4]([C:7]2[CH:8]=[C:9]([CH:13]=[C:14]([O:16][C:17]([F:20])([F:19])[F:18])[CH:15]=2)[C:10](O)=[O:11])[CH2:3][CH2:2]1.C(Cl)(=O)C([Cl:24])=O. Product: [O:1]1[CH2:6][CH2:5][N:4]([C:7]2[CH:8]=[C:9]([CH:13]=[C:14]([O:16][C:17]([F:20])([F:19])[F:18])[CH:15]=2)[C:10]([Cl:24])=[O:11])[CH2:3][CH2:2]1. The catalyst class is: 59. (4) Product: [CH2:1]([O:3][C:4](=[O:19])[CH2:5][CH2:6][CH2:7][O:8][C:9]1[CH:14]=[CH:13][C:12]([C:15](=[O:17])[NH2:16])=[C:11]([O:18][CH2:27][CH:28]2[CH2:33][CH2:32][CH2:31][CH2:30][CH2:29]2)[CH:10]=1)[CH3:2]. Reactant: [CH2:1]([O:3][C:4](=[O:19])[CH2:5][CH2:6][CH2:7][O:8][C:9]1[CH:14]=[CH:13][C:12]([C:15](=[O:17])[NH2:16])=[C:11]([OH:18])[CH:10]=1)[CH3:2].C([O-])([O-])=O.[Cs+].[Cs+].Br[CH2:27][CH:28]1[CH2:33][CH2:32][CH2:31][CH2:30][CH2:29]1. The catalyst class is: 3. (5) Product: [N+:11]([C:5]1[C:6]2=[N:10][O:9][N:8]=[C:7]2[C:2]([N:14]([CH2:18][CH2:19][OH:20])[CH2:15][CH2:16][OH:17])=[CH:3][CH:4]=1)([O-:13])=[O:12]. The catalyst class is: 8. Reactant: Cl[C:2]1[C:7]2=[N:8][O:9][N:10]=[C:6]2[C:5]([N+:11]([O-:13])=[O:12])=[CH:4][CH:3]=1.[NH:14]([CH2:18][CH2:19][OH:20])[CH2:15][CH2:16][OH:17].O.